Dataset: Full USPTO retrosynthesis dataset with 1.9M reactions from patents (1976-2016). Task: Predict the reactants needed to synthesize the given product. (1) Given the product [CH3:14][O:12][C:11](=[O:13])[CH2:10][CH:9]([C:3]1[CH:4]=[C:5]([F:8])[CH:6]=[CH:7][C:2]=1[F:1])[CH2:24][N+:21]([O-:23])=[O:22], predict the reactants needed to synthesize it. The reactants are: [F:1][C:2]1[CH:7]=[CH:6][C:5]([F:8])=[CH:4][C:3]=1/[CH:9]=[CH:10]/[C:11]([OH:13])=[O:12].[CH3:14][Si](C=[N+]=[N-])(C)C.[N+:21]([CH3:24])([O-:23])=[O:22].C1CCN2C(=NCCC2)CC1. (2) The reactants are: [C:1]1(/[C:7](/[CH3:13])=[CH:8]/[S:9]([NH2:12])(=[O:11])=[O:10])[CH:6]=[CH:5][CH:4]=[CH:3][CH:2]=1.C(=O)([O-])[O-].[K+].[K+].[Cl:20][C:21]1[CH:29]=[C:28]([Cl:30])[CH:27]=[CH:26][C:22]=1[C:23](Cl)=[O:24]. Given the product [Cl:20][C:21]1[CH:29]=[C:28]([Cl:30])[CH:27]=[CH:26][C:22]=1[C:23]([NH:12][S:9](/[CH:8]=[C:7](/[C:1]1[CH:2]=[CH:3][CH:4]=[CH:5][CH:6]=1)\[CH3:13])(=[O:10])=[O:11])=[O:24], predict the reactants needed to synthesize it. (3) Given the product [NH2:8][C:9]1[CH:14]=[CH:13][CH:12]=[CH:11][C:10]=1[NH:15][C:16]([C:18]1[CH:19]=[CH:20][C:21]([C:24]2[CH2:25][CH2:26][NH:27][CH2:28][CH:29]=2)=[N:22][CH:23]=1)=[O:17], predict the reactants needed to synthesize it. The reactants are: C(OC([NH:8][C:9]1[CH:14]=[CH:13][CH:12]=[CH:11][C:10]=1[NH:15][C:16]([C:18]1[CH:19]=[CH:20][C:21]([C:24]2[CH2:25][CH2:26][N:27](C(OC(C)(C)C)=O)[CH2:28][CH:29]=2)=[N:22][CH:23]=1)=[O:17])=O)(C)(C)C.Cl. (4) Given the product [F:64][C:63]([F:65])([F:66])[C:58]1[CH:59]=[CH:60][CH:61]=[CH:62][C:57]=1[NH:54][C:55](=[O:56])[NH:32][C:33]1[CH:34]=[CH:35][C:36]([C:39]2[S:43][C:42]([CH:44]3[CH2:45][CH2:46][CH:47]([C:50]([O:52][CH3:53])=[O:51])[CH2:48][CH2:49]3)=[N:41][CH:40]=2)=[CH:37][CH:38]=1, predict the reactants needed to synthesize it. The reactants are: FC(F)(F)C1C=C(NC(=O)NC2C=CC(C3SC(CCC(OC)=O)=NC=3)=CC=2)C=CC=1.[NH2:32][C:33]1[CH:38]=[CH:37][C:36]([C:39]2[S:43][C:42]([CH:44]3[CH2:49][CH2:48][CH:47]([C:50]([O:52][CH3:53])=[O:51])[CH2:46][CH2:45]3)=[N:41][CH:40]=2)=[CH:35][CH:34]=1.[N:54]([C:57]1[CH:62]=[CH:61][CH:60]=[CH:59][C:58]=1[C:63]([F:66])([F:65])[F:64])=[C:55]=[O:56]. (5) Given the product [CH:7]1([C:11]2[C:16]([C:17]([O:19][CH3:20])=[O:18])=[CH:15][N:14]=[C:13]([S:3]([CH3:23])(=[O:5])=[O:2])[N:12]=2)[CH2:8][CH2:9][CH2:10]1, predict the reactants needed to synthesize it. The reactants are: O[O:2][S:3]([O-:5])=O.[K+].[CH:7]1([C:11]2[C:16]([C:17]([O:19][CH3:20])=[O:18])=[CH:15][N:14]=[C:13](SC)[N:12]=2)[CH2:10][CH2:9][CH2:8]1.[C:23](#N)C. (6) Given the product [CH3:20][C:19]([CH3:61])([Si:21]([C:55]1[CH:56]=[CH:57][CH:58]=[CH:59][CH:60]=1)([C:49]1[CH:50]=[CH:51][CH:52]=[CH:53][CH:54]=1)[O:22][CH2:23][C@H:24]([O:48][CH:63]1[CH2:64][CH2:65][CH2:66][CH2:67][O:62]1)[CH2:25][O:26][CH2:27][CH2:28][CH2:29][CH2:30][CH2:31][CH2:32][CH2:33][CH2:34][CH2:35][CH2:36][CH2:37][CH2:38][CH2:39][CH2:40][CH2:41][CH2:42][S:43][C:44]([CH3:45])([CH3:46])[CH3:47])[CH3:18], predict the reactants needed to synthesize it. The reactants are: C1(C)C=CC(S([O-])(=O)=O)=CC=1.[NH+]1C=CC=CC=1.[CH3:18][C:19]([CH3:61])([Si:21]([C:55]1[CH:60]=[CH:59][CH:58]=[CH:57][CH:56]=1)([C:49]1[CH:54]=[CH:53][CH:52]=[CH:51][CH:50]=1)[O:22][CH2:23][C@H:24]([OH:48])[CH2:25][O:26][CH2:27][CH2:28][CH2:29][CH2:30][CH2:31][CH2:32][CH2:33][CH2:34][CH2:35][CH2:36][CH2:37][CH2:38][CH2:39][CH2:40][CH2:41][CH2:42][S:43][C:44]([CH3:47])([CH3:46])[CH3:45])[CH3:20].[O:62]1[CH:67]=[CH:66][CH2:65][CH2:64][CH2:63]1. (7) Given the product [F:1][C:2]1[CH:26]=[CH:25][C:5]([C:6]([N:8]([C:17]2[CH:22]=[CH:21][C:20]([OH:23])=[CH:19][CH:18]=2)[C:9]2[CH:14]=[CH:13][C:12]([OH:15])=[CH:11][CH:10]=2)=[O:7])=[C:4]([C:27]([F:28])([F:29])[F:30])[CH:3]=1, predict the reactants needed to synthesize it. The reactants are: [F:1][C:2]1[CH:26]=[CH:25][C:5]([C:6]([N:8]([C:17]2[CH:22]=[CH:21][C:20]([O:23]C)=[CH:19][CH:18]=2)[C:9]2[CH:14]=[CH:13][C:12]([O:15]C)=[CH:11][CH:10]=2)=[O:7])=[C:4]([C:27]([F:30])([F:29])[F:28])[CH:3]=1.B(Br)(Br)Br.O.CCOC(C)=O. (8) The reactants are: C(N(CC)CC)C.O[C@H:9]1[C:15](=[O:16])[NH:14][C:13]2[CH:17]=[CH:18][CH:19]=[CH:20][C:12]=2[O:11][C@@H:10]1[C:21]1[CH:26]=[CH:25][CH:24]=[CH:23][CH:22]=1.FC(F)(F)S(Cl)(=O)=O.[N-:35]=[N+:36]=[N-:37].[Na+]. Given the product [N:35]([C@@H:9]1[C:15](=[O:16])[NH:14][C:13]2[CH:17]=[CH:18][CH:19]=[CH:20][C:12]=2[O:11][C@@H:10]1[C:21]1[CH:26]=[CH:25][CH:24]=[CH:23][CH:22]=1)=[N+:36]=[N-:37], predict the reactants needed to synthesize it.